From a dataset of Catalyst prediction with 721,799 reactions and 888 catalyst types from USPTO. Predict which catalyst facilitates the given reaction. (1) Reactant: Br[C:2]1[CH:10]=[C:9]2[C:5]([C:6]3[C:14]([C:15]4[CH:20]=[CH:19][CH:18]=[C:17]([N:21]5[CH2:29][C:28]6[C:23](=[CH:24][C:25]([O:30][CH3:31])=[CH:26][CH:27]=6)[C:22]5=[O:32])[C:16]=4[CH3:33])=[CH:13][N:12]=[C:11]([C:34]([NH2:36])=[O:35])[C:7]=3[NH:8]2)=[CH:4][CH:3]=1.C([Sn](CCCC)(CCCC)[C:42]([O:44]CC)=[CH2:43])CCC.C(N(CC)CC)C.C(OCC)(=O)C.CCCCCC. Product: [C:42]([C:2]1[CH:10]=[C:9]2[C:5]([C:6]3[C:14]([C:15]4[CH:20]=[CH:19][CH:18]=[C:17]([N:21]5[CH2:29][C:28]6[C:23](=[CH:24][C:25]([O:30][CH3:31])=[CH:26][CH:27]=6)[C:22]5=[O:32])[C:16]=4[CH3:33])=[CH:13][N:12]=[C:11]([C:34]([NH2:36])=[O:35])[C:7]=3[NH:8]2)=[CH:4][CH:3]=1)(=[O:44])[CH3:43]. The catalyst class is: 184. (2) Reactant: [CH2:1]([O:3][C:4]1[CH:5]=[C:6]([CH:12]([N:17]2[C:21](=[O:22])[C:20]3=[CH:23][C:24]([N+:27]([O-:29])=[O:28])=[CH:25][CH:26]=[C:19]3[C:18]2=[O:30])[CH2:13][C:14]([OH:16])=O)[CH:7]=[CH:8][C:9]=1[O:10][CH3:11])[CH3:2].C(N1C=CN=C1)(N1C=CN=C1)=O.Cl.[CH2:44]([O:51][NH2:52])[C:45]1[CH:50]=[CH:49][CH:48]=[CH:47][CH:46]=1. Product: [CH2:44]([O:51][NH:52][C:14](=[O:16])[CH2:13][CH:12]([C:6]1[CH:7]=[CH:8][C:9]([O:10][CH3:11])=[C:4]([O:3][CH2:1][CH3:2])[CH:5]=1)[N:17]1[C:21](=[O:22])[C:20]2=[CH:23][C:24]([N+:27]([O-:29])=[O:28])=[CH:25][CH:26]=[C:19]2[C:18]1=[O:30])[C:45]1[CH:50]=[CH:49][CH:48]=[CH:47][CH:46]=1. The catalyst class is: 7. (3) Reactant: CS(O[CH2:6][CH2:7][C:8]1[CH:13]=[CH:12][C:11]([NH:14][C:15]2[N:24]=[CH:23][C:22]3[CH2:21][C@H:20]([C:25]4[CH:30]=[CH:29][CH:28]=[CH:27][C:26]=4[Cl:31])[C:19]4[CH:32]=[CH:33][CH:34]=[CH:35][C:18]=4[C:17]=3[N:16]=2)=[CH:10][CH:9]=1)(=O)=O.[NH:36]1[CH2:41][CH2:40][CH2:39][CH2:38][CH2:37]1. Product: [ClH:31].[Cl:31][C:26]1[CH:27]=[CH:28][CH:29]=[CH:30][C:25]=1[C@@H:20]1[C:19]2[CH:32]=[CH:33][CH:34]=[CH:35][C:18]=2[C:17]2[N:16]=[C:15]([NH:14][C:11]3[CH:10]=[CH:9][C:8]([CH2:7][CH2:6][N:36]4[CH2:41][CH2:40][CH2:39][CH2:38][CH2:37]4)=[CH:13][CH:12]=3)[N:24]=[CH:23][C:22]=2[CH2:21]1. The catalyst class is: 66.